From a dataset of Reaction yield outcomes from USPTO patents with 853,638 reactions. Predict the reaction yield, written as a fraction of the theoretical maximum amount of product (1.0 means a 100% yield; for example, 0.34 means a 34% yield). (1) The reactants are [C:1]([C:3]1[C:12]2[C:7](=[CH:8][CH:9]=[CH:10][CH:11]=2)[C:6]([NH:13][C@H:14]([C@@H:27]([OH:29])[CH3:28])[C:15]([NH:17][NH:18][C:19](=O)[C:20]2[CH:25]=[CH:24][CH:23]=[CH:22][CH:21]=2)=[O:16])=[CH:5][CH:4]=1)#[N:2].CCN(P1(N(C)CCCN1C)=NC(C)(C)C)CC. The catalyst is C1COCC1. The product is [OH:29][C@@H:27]([CH3:28])[C@@H:14]([NH:13][C:6]1[C:7]2[C:12](=[CH:11][CH:10]=[CH:9][CH:8]=2)[C:3]([C:1]#[N:2])=[CH:4][CH:5]=1)[C:15]1[O:16][C:19]([C:20]2[CH:21]=[CH:22][CH:23]=[CH:24][CH:25]=2)=[N:18][N:17]=1. The yield is 0.280. (2) The reactants are [NH2:1][C:2]1[CH:3]=[C:4]([C:8]2[C:16]3[C:11](=[CH:12][CH:13]=[C:14]([C:17]([NH2:19])=[O:18])[CH:15]=3)[N:10](C3CCCCO3)[N:9]=2)[CH:5]=[CH:6][CH:7]=1.[Cl:26][C:27]1[CH:32]=[C:31]([F:33])[CH:30]=[CH:29][C:28]=1[CH2:34][C:35](O)=[O:36].CCN=C=NCCCN(C)C. No catalyst specified. The product is [Cl:26][C:27]1[CH:32]=[C:31]([F:33])[CH:30]=[CH:29][C:28]=1[CH2:34][C:35]([NH:1][C:2]1[CH:3]=[C:4]([C:8]2[C:16]3[C:11](=[CH:12][CH:13]=[C:14]([C:17]([NH2:19])=[O:18])[CH:15]=3)[NH:10][N:9]=2)[CH:5]=[CH:6][CH:7]=1)=[O:36]. The yield is 0.140. (3) The reactants are [C:1]([O:5][C:6](=[O:39])[NH:7][C:8]1[CH:13]=[C:12]([CH2:14][C:15]([C:17]2[CH:22]=[CH:21][CH:20]=[C:19]([N:23]([S:27]([C:30]3[CH:35]=[C:34]([F:36])[CH:33]=[CH:32][C:31]=3[F:37])(=[O:29])=[O:28])[CH2:24][O:25][CH3:26])[C:18]=2[F:38])=O)[CH:11]=[CH:10][N:9]=1)([CH3:4])([CH3:3])[CH3:2].C1C=C[NH+]=CC=1.Br[Br-]Br.[CH:49]1([N:52]2[CH2:57][CH2:56][CH:55]([C:58](=[S:60])[NH2:59])[CH2:54][CH2:53]2)[CH2:51][CH2:50]1. The catalyst is CN(C=O)C. The product is [CH:49]1([N:52]2[CH2:57][CH2:56][CH:55]([C:58]3[S:60][C:14]([C:12]4[CH:11]=[CH:10][N:9]=[C:8]([NH:7][C:6](=[O:39])[O:5][C:1]([CH3:2])([CH3:4])[CH3:3])[CH:13]=4)=[C:15]([C:17]4[CH:22]=[CH:21][CH:20]=[C:19]([N:23]([S:27]([C:30]5[CH:35]=[C:34]([F:36])[CH:33]=[CH:32][C:31]=5[F:37])(=[O:29])=[O:28])[CH2:24][O:25][CH3:26])[C:18]=4[F:38])[N:59]=3)[CH2:54][CH2:53]2)[CH2:50][CH2:51]1. The yield is 0.600.